Dataset: Reaction yield outcomes from USPTO patents with 853,638 reactions. Task: Predict the reaction yield, written as a fraction of the theoretical maximum amount of product (1.0 means a 100% yield; for example, 0.34 means a 34% yield). (1) The reactants are [NH2:1][C:2]1[CH:3]=[N:4][CH:5]=[CH:6][CH:7]=1.[NH:8]1[C:16]2[C:11](=[CH:12][CH:13]=[CH:14][CH:15]=2)[C:10]([C:17](O)=[O:18])=[CH:9]1.C1CCC(N=C=NC2CCCCC2)CC1. The catalyst is CN(C=O)C. The product is [N:4]1[CH:5]=[CH:6][CH:7]=[C:2]([NH:1][C:17]([C:10]2[C:11]3[C:16](=[CH:15][CH:14]=[CH:13][CH:12]=3)[NH:8][CH:9]=2)=[O:18])[CH:3]=1. The yield is 0.420. (2) The reactants are C[O:2][C:3]1[CH:4]=[C:5]2[C:9](=[CH:10][C:11]=1[O:12]C)[C:8](=[O:14])[O:7][CH2:6]2.B(Br)(Br)Br. The catalyst is C(Cl)Cl. The product is [OH:2][C:3]1[CH:4]=[C:5]2[C:9](=[CH:10][C:11]=1[OH:12])[C:8](=[O:14])[O:7][CH2:6]2. The yield is 0.830. (3) The reactants are [Br:1][C:2]1[CH:22]=[CH:21][C:5]2[N:6]=[C:7]([NH:9][C:10]3[CH:15]=[C:14]([CH2:16][O:17][CH3:18])[N:13]=[C:12](SC)[N:11]=3)[S:8][C:4]=2[CH:3]=1.O[O:24][S:25]([O-:27])=O.[K+].O.[CH3:30]N(C)C=O. No catalyst specified. The product is [Br:1][C:2]1[CH:22]=[CH:21][C:5]2[N:6]=[C:7]([NH:9][C:10]3[CH:15]=[C:14]([CH2:16][O:17][CH3:18])[N:13]=[C:12]([S:25]([CH3:30])(=[O:27])=[O:24])[N:11]=3)[S:8][C:4]=2[CH:3]=1. The yield is 0.738. (4) The reactants are [CH2:1]([O:3][C:4]1[C:8]([CH2:9][CH2:10][CH2:11][OH:12])=[CH:7][N:6]([C:13]2[CH:18]=[CH:17][C:16]([C:19]([F:22])([F:21])[F:20])=[CH:15][N:14]=2)[N:5]=1)[CH3:2].O[C:24]1[CH:29]=[CH:28][C:27]([C:30]([CH3:37])([CH3:36])[C:31]([O:33]CC)=[O:32])=[CH:26][CH:25]=1.C(P(CCCC)CCCC)CCC.N(C(N1CCCCC1)=O)=NC(N1CCCCC1)=O. The catalyst is O1CCCC1. The product is [CH2:1]([O:3][C:4]1[C:8]([CH2:9][CH2:10][CH2:11][O:12][C:24]2[CH:29]=[CH:28][C:27]([C:30]([CH3:37])([CH3:36])[C:31]([OH:33])=[O:32])=[CH:26][CH:25]=2)=[CH:7][N:6]([C:13]2[CH:18]=[CH:17][C:16]([C:19]([F:21])([F:20])[F:22])=[CH:15][N:14]=2)[N:5]=1)[CH3:2]. The yield is 0.840. (5) The reactants are Br[CH:2]([CH3:16])[C:3]([C:5]1[CH:10]=[C:9]([O:11][CH3:12])[C:8]([Br:13])=[C:7]([O:14][CH3:15])[CH:6]=1)=O.CCOC(C)=O.C([O-])(O)=O.[Na+].[CH:28]([NH2:30])=[O:29]. No catalyst specified. The product is [Br:13][C:8]1[C:9]([O:11][CH3:12])=[CH:10][C:5]([C:3]2[N:30]=[CH:28][O:29][C:2]=2[CH3:16])=[CH:6][C:7]=1[O:14][CH3:15]. The yield is 0.550. (6) The reactants are C([N:8]1[CH2:14][CH:13]2[CH2:15][CH:9]1[CH:10]([OH:16])[CH2:11][CH2:12]2)C1C=CC=CC=1.[H][H].C(N(CC)CC)C.[C:34](O[C:34]([O:36][C:37]([CH3:40])([CH3:39])[CH3:38])=[O:35])([O:36][C:37]([CH3:40])([CH3:39])[CH3:38])=[O:35]. The catalyst is CO.Cl.ClCCl.[Pd]. The product is [OH:16][CH:10]1[CH:9]2[CH2:15][CH:13]([CH2:14][N:8]2[C:34]([O:36][C:37]([CH3:38])([CH3:39])[CH3:40])=[O:35])[CH2:12][CH2:11]1. The yield is 0.430. (7) The reactants are Cl[C:2]1[N:7]=[CH:6][N:5]=[C:4]([NH:8][C:9]2[CH:14]=[CH:13][CH:12]=[C:11]([NH2:15])[N:10]=2)[CH:3]=1.[CH3:16][O:17][C:18]1[CH:23]=[CH:22][C:21]([OH:24])=[CH:20][CH:19]=1.C([O-])([O-])=O.[K+].[K+]. The catalyst is CN(C=O)C.CCOC(C)=O. The product is [O:17]([C:18]1[CH:23]=[CH:22][C:21]([O:24][C:2]2[N:7]=[CH:6][N:5]=[C:4]([NH:8][C:9]3[CH:14]=[CH:13][CH:12]=[C:11]([NH2:15])[N:10]=3)[CH:3]=2)=[CH:20][CH:19]=1)[CH3:16]. The yield is 0.592. (8) The reactants are [CH3:1][O:2][C:3]1[CH:15]=[C:14]([O:16][CH3:17])[CH:13]=[CH:12][C:4]=1[CH2:5][NH:6][C:7]1[S:11][N:10]=[CH:9][N:8]=1.C[Si](C)(C)N[Si](C)(C)C.[Li].[Br:28][C:29]1[CH:34]=[CH:33][C:32]([S:35](Cl)(=[O:37])=[O:36])=[CH:31][C:30]=1[C:39]#[N:40]. The catalyst is O1CCCC1. The product is [Br:28][C:29]1[CH:34]=[CH:33][C:32]([S:35]([N:6]([CH2:5][C:4]2[CH:12]=[CH:13][C:14]([O:16][CH3:17])=[CH:15][C:3]=2[O:2][CH3:1])[C:7]2[S:11][N:10]=[CH:9][N:8]=2)(=[O:36])=[O:37])=[CH:31][C:30]=1[C:39]#[N:40]. The yield is 0.730.